This data is from Catalyst prediction with 721,799 reactions and 888 catalyst types from USPTO. The task is: Predict which catalyst facilitates the given reaction. (1) Reactant: [CH2:1]([C:4]1[CH:9]=[N:8][CH:7]=[CH:6][N:5]=1)[CH2:2][CH3:3].CC(OC)(C)C.[OH:16][C:17]([C:20]1[CH:27]=[CH:26][C:23]([C:24]#[N:25])=[CH:22][CH:21]=1)([CH3:19])[CH3:18].C[Si]([N-][Si](C)(C)C)(C)C.[K+]. Product: [CH2:2]([C:1]1[C:4]2[C:9](=[N:8][CH:7]=[CH:6][N:5]=2)[NH:25][C:24]=1[C:23]1[CH:26]=[CH:27][C:20]([C:17]([OH:16])([CH3:18])[CH3:19])=[CH:21][CH:22]=1)[CH3:3]. The catalyst class is: 6. (2) Reactant: CS[C:3]1[N:4]=[CH:5][C:6]2[CH2:12][N:11]([C:13]([O:15][C:16]([CH3:19])([CH3:18])[CH3:17])=[O:14])[CH2:10][CH2:9][C:7]=2[N:8]=1.Cl[C:21]1C=C(C=CC=1)C(OO)=O.C([O-])(O)=O.[Na+].[O-:36][S:37]([O-:40])(=S)=O.[Na+].[Na+]. Product: [CH3:21][S:37]([C:3]1[N:4]=[CH:5][C:6]2[CH2:12][N:11]([C:13]([O:15][C:16]([CH3:17])([CH3:19])[CH3:18])=[O:14])[CH2:10][CH2:9][C:7]=2[N:8]=1)(=[O:40])=[O:36]. The catalyst class is: 2. (3) The catalyst class is: 200. Product: [C:1]([O:5][C:6]([NH:8][C:9]1([CH2:25][C:26]([OH:28])=[O:27])[CH2:14][CH2:13][N:12]([C:15]2[C:16]([N+:21]([O-:23])=[O:22])=[N:17][CH:18]=[CH:19][CH:20]=2)[CH2:11][CH:10]1[F:24])=[O:7])([CH3:4])([CH3:2])[CH3:3]. Reactant: [C:1]([O:5][C:6]([NH:8][C:9]1([CH2:25][C:26]([O:28]CC)=[O:27])[CH2:14][CH2:13][N:12]([C:15]2[C:16]([N+:21]([O-:23])=[O:22])=[N:17][CH:18]=[CH:19][CH:20]=2)[CH2:11][CH:10]1[F:24])=[O:7])([CH3:4])([CH3:3])[CH3:2].[OH-].[Na+]. (4) Reactant: [Cl:1][C:2]1[C:3]([OH:11])=[C:4]([CH:7]=[C:8]([Cl:10])[CH:9]=1)[CH:5]=O.C(O[BH-](OC(=O)C)OC(=O)C)(=O)C.[Na+].Cl.[CH3:27][O:28][C:29]([C:31]1[CH:48]=[CH:47][C:34]2[N:35]=[C:36]([NH:38][CH2:39][C:40]3([F:46])[CH2:45][CH2:44][NH:43][CH2:42][CH2:41]3)[NH:37][C:33]=2[CH:32]=1)=[O:30].CO. Product: [CH3:27][O:28][C:29]([C:31]1[CH:48]=[CH:47][C:34]2[N:35]=[C:36]([NH:38][CH2:39][C:40]3([F:46])[CH2:45][CH2:44][N:43]([CH2:5][C:4]4[CH:7]=[C:8]([Cl:10])[CH:9]=[C:2]([Cl:1])[C:3]=4[OH:11])[CH2:42][CH2:41]3)[NH:37][C:33]=2[CH:32]=1)=[O:30]. The catalyst class is: 640.